Task: Regression. Given two drug SMILES strings and cell line genomic features, predict the synergy score measuring deviation from expected non-interaction effect.. Dataset: NCI-60 drug combinations with 297,098 pairs across 59 cell lines (1) Drug 1: CC1=C(N=C(N=C1N)C(CC(=O)N)NCC(C(=O)N)N)C(=O)NC(C(C2=CN=CN2)OC3C(C(C(C(O3)CO)O)O)OC4C(C(C(C(O4)CO)O)OC(=O)N)O)C(=O)NC(C)C(C(C)C(=O)NC(C(C)O)C(=O)NCCC5=NC(=CS5)C6=NC(=CS6)C(=O)NCCC[S+](C)C)O. Drug 2: C1=NNC2=C1C(=O)NC=N2. Cell line: NCI-H522. Synergy scores: CSS=17.6, Synergy_ZIP=-1.14, Synergy_Bliss=0.0726, Synergy_Loewe=-11.6, Synergy_HSA=-0.137. (2) Drug 1: CC=C1C(=O)NC(C(=O)OC2CC(=O)NC(C(=O)NC(CSSCCC=C2)C(=O)N1)C(C)C)C(C)C. Drug 2: CC1=C(C(=CC=C1)Cl)NC(=O)C2=CN=C(S2)NC3=CC(=NC(=N3)C)N4CCN(CC4)CCO. Cell line: K-562. Synergy scores: CSS=48.4, Synergy_ZIP=-2.27, Synergy_Bliss=-2.57, Synergy_Loewe=-7.29, Synergy_HSA=-1.59.